This data is from Forward reaction prediction with 1.9M reactions from USPTO patents (1976-2016). The task is: Predict the product of the given reaction. (1) Given the reactants [NH2:1][C:2]1[CH:7]=[C:6]([C:8]([F:11])([F:10])[F:9])[CH:5]=[CH:4][C:3]=1[C:12](=O)[CH3:13].Cl[C:16](=O)[CH2:17][C:18]([O:20][CH2:21][CH3:22])=[O:19].Cl.C[CH2:26][N:27]([CH:31](C)C)[CH:28](C)C.[Cl-].C[NH2+]C, predict the reaction product. The product is: [CH2:21]([O:20][C:18]([C:17]1[C:16]([CH2:26][N:27]([CH3:31])[CH3:28])=[N:1][C:2]2[C:3]([C:12]=1[CH3:13])=[CH:4][CH:5]=[C:6]([C:8]([F:11])([F:10])[F:9])[CH:7]=2)=[O:19])[CH3:22]. (2) Given the reactants [NH2:1][C:2]1[N:7]=[C:6]([NH:8][CH2:9][CH2:10][C:11]2[CH:16]=[CH:15][C:14]([S:17]([NH2:20])(=[O:19])=[O:18])=[CH:13][CH:12]=2)[CH:5]=[C:4](Cl)[N:3]=1.[Cl:22][C:23]1[CH:28]=[C:27]([F:29])[CH:26]=[CH:25][C:24]=1B(O)O, predict the reaction product. The product is: [NH2:1][C:2]1[N:7]=[C:6]([NH:8][CH2:9][CH2:10][C:11]2[CH:16]=[CH:15][C:14]([S:17]([NH2:20])(=[O:19])=[O:18])=[CH:13][CH:12]=2)[CH:5]=[C:4]([C:24]2[CH:25]=[CH:26][C:27]([F:29])=[CH:28][C:23]=2[Cl:22])[N:3]=1. (3) Given the reactants [F:1][C:2]1[CH:3]=[C:4]([N:18]2[CH2:22][C@H:21]([CH2:23][N:24]3[CH:28]=[CH:27][N:26]=[N:25]3)[O:20][C:19]2=[O:29])[CH:5]=[CH:6][C:7]=1[C:8]1[S:9][CH2:10][C:11](O)([C:13]([F:16])([F:15])[F:14])[N:12]=1, predict the reaction product. The product is: [F:1][C:2]1[CH:3]=[C:4]([N:18]2[CH2:22][C@H:21]([CH2:23][N:24]3[CH:28]=[CH:27][N:26]=[N:25]3)[O:20][C:19]2=[O:29])[CH:5]=[CH:6][C:7]=1[C:8]1[S:9][CH:10]=[C:11]([C:13]([F:16])([F:15])[F:14])[N:12]=1. (4) Given the reactants [CH:1]1([C:4]2[N:5]=[CH:6][C:7]([C:15]([OH:17])=O)=[N:8][C:9]=2[O:10][CH2:11][CH:12]2[CH2:14][CH2:13]2)[CH2:3][CH2:2]1.[NH2:18][C@:19]([CH3:25])([CH:22]([CH3:24])[CH3:23])[CH2:20][OH:21], predict the reaction product. The product is: [OH:21][CH2:20][C@@:19]([NH:18][C:15]([C:7]1[CH:6]=[N:5][C:4]([CH:1]2[CH2:2][CH2:3]2)=[C:9]([O:10][CH2:11][CH:12]2[CH2:13][CH2:14]2)[N:8]=1)=[O:17])([CH3:25])[CH:22]([CH3:24])[CH3:23]. (5) Given the reactants Cl.Cl.[CH3:3][O:4][CH2:5][CH2:6][O:7][C:8]1[C:13]([NH:14][C:15]([C:17]2[C:21]3[C:22](=[O:28])[NH:23][C:24]([CH3:27])([CH3:26])[CH2:25][C:20]=3[O:19][CH:18]=2)=[O:16])=[CH:12][CH:11]=[C:10]([N:29]2[CH2:34][CH2:33][NH:32][CH2:31][CH2:30]2)[N:9]=1.C(N(CC)CC)C.[CH:42](OCC)=[O:43], predict the reaction product. The product is: [CH:42]([N:32]1[CH2:31][CH2:30][N:29]([C:10]2[N:9]=[C:8]([O:7][CH2:6][CH2:5][O:4][CH3:3])[C:13]([NH:14][C:15]([C:17]3[C:21]4[C:22](=[O:28])[NH:23][C:24]([CH3:27])([CH3:26])[CH2:25][C:20]=4[O:19][CH:18]=3)=[O:16])=[CH:12][CH:11]=2)[CH2:34][CH2:33]1)=[O:43]. (6) Given the reactants [CH2:1]([O:3][C:4](=[O:9])/[CH:5]=[CH:6]/[CH2:7]Br)[CH3:2].[NH2:10][CH2:11][CH2:12][SH:13].C(N(CC)CC)C.[C:21](O[C:21]([O:23][C:24]([CH3:27])([CH3:26])[CH3:25])=[O:22])([O:23][C:24]([CH3:27])([CH3:26])[CH3:25])=[O:22], predict the reaction product. The product is: [CH2:1]([O:3][C:4](=[O:9])[CH2:5][CH:6]1[CH2:7][S:13][CH2:12][CH2:11][N:10]1[C:21]([O:23][C:24]([CH3:27])([CH3:26])[CH3:25])=[O:22])[CH3:2].